From a dataset of Forward reaction prediction with 1.9M reactions from USPTO patents (1976-2016). Predict the product of the given reaction. (1) Given the reactants [NH:1]1[CH2:5][CH2:4][CH2:3][CH2:2]1.C([O-])([O-])=O.[K+].[K+].[C:12]([O:16][C:17]([C:19]1[C:20](OS(C(F)(F)F)(=O)=O)=[N:21][C:22]2[C:27]([C:28]=1[C:29]1[CH:34]=[CH:33][CH:32]=[C:31]([Cl:35])[CH:30]=1)=[CH:26][C:25]([Cl:36])=[CH:24][CH:23]=2)=[O:18])([CH3:15])([CH3:14])[CH3:13], predict the reaction product. The product is: [C:12]([O:16][C:17]([C:19]1[C:20]([N:1]2[CH2:5][CH2:4][CH2:3][CH2:2]2)=[N:21][C:22]2[C:27]([C:28]=1[C:29]1[CH:34]=[CH:33][CH:32]=[C:31]([Cl:35])[CH:30]=1)=[CH:26][C:25]([Cl:36])=[CH:24][CH:23]=2)=[O:18])([CH3:15])([CH3:13])[CH3:14]. (2) The product is: [CH2:12]([O:11][C:9]1[C:10]2[C:2](/[CH:35]=[CH:34]/[C:33]([NH2:37])=[O:36])=[CH:3][N:4]([S:16]([C:19]3[CH:25]=[CH:24][C:22]([CH3:23])=[CH:21][CH:20]=3)(=[O:18])=[O:17])[C:5]=2[N:6]=[CH:7][N:8]=1)[CH:13]([CH3:15])[CH3:14]. Given the reactants I[C:2]1[C:10]2[C:9]([O:11][CH2:12][CH:13]([CH3:15])[CH3:14])=[N:8][CH:7]=[N:6][C:5]=2[N:4]([S:16]([C:19]2[CH:25]=[CH:24][C:22]([CH3:23])=[CH:21][CH:20]=2)(=[O:18])=[O:17])[CH:3]=1.C(N(CC)CC)C.[C:33]([NH2:37])(=[O:36])[CH:34]=[CH2:35], predict the reaction product. (3) Given the reactants [NH2:1][C:2]1[C:11]2[C:6](=[N:7][C:8]([C:19]3[CH:24]=[CH:23][C:22]([Cl:25])=[CH:21][C:20]=3[Cl:26])=[C:9]([C:12]3[CH:17]=[CH:16][C:15]([Cl:18])=[CH:14][CH:13]=3)[CH:10]=2)[N:5]([CH2:27][CH:28]([CH3:30])[CH3:29])[C:4](=[O:31])[C:3]=1[Cl:32].CO[CH:35](OC)[N:36]([CH3:38])[CH3:37], predict the reaction product. The product is: [Cl:32][C:3]1[C:4](=[O:31])[N:5]([CH2:27][CH:28]([CH3:29])[CH3:30])[C:6]2[C:11]([C:2]=1[N:1]=[CH:35][N:36]([CH3:38])[CH3:37])=[CH:10][C:9]([C:12]1[CH:13]=[CH:14][C:15]([Cl:18])=[CH:16][CH:17]=1)=[C:8]([C:19]1[CH:24]=[CH:23][C:22]([Cl:25])=[CH:21][C:20]=1[Cl:26])[N:7]=2. (4) Given the reactants [Si:1]([O:8][CH:9]([CH:15]1[CH2:24][CH2:23][C:22]2[C:17](=[CH:18][CH:19]=[C:20]([C:25]3[CH:30]=[CH:29][CH:28]=[CH:27][CH:26]=3)[CH:21]=2)[CH2:16]1)[C:10]1[O:11][CH:12]=[CH:13][N:14]=1)([C:4]([CH3:7])([CH3:6])[CH3:5])([CH3:3])[CH3:2].[Li]CCCC.N#C[C:38](=[O:41])[O:39][CH3:40], predict the reaction product. The product is: [Si:1]([O:8][CH:9]([CH:15]1[CH2:24][CH2:23][C:22]2[C:17](=[CH:18][CH:19]=[C:20]([C:25]3[CH:30]=[CH:29][CH:28]=[CH:27][CH:26]=3)[CH:21]=2)[CH2:16]1)[C:10]1[O:11][C:12]([C:38]([O:39][CH3:40])=[O:41])=[CH:13][N:14]=1)([C:4]([CH3:7])([CH3:5])[CH3:6])([CH3:3])[CH3:2].